Dataset: Forward reaction prediction with 1.9M reactions from USPTO patents (1976-2016). Task: Predict the product of the given reaction. (1) Given the reactants CN.[F:3][C:4]1[CH:9]=[CH:8][C:7]([C:10]2[O:28][C:13]3[CH:14]=[C:15]([NH:23][S:24]([CH3:27])(=[O:26])=[O:25])[C:16]4[O:20][CH:19]([CH2:21][OH:22])[CH2:18][C:17]=4[C:12]=3[C:11]=2[C:29](O)=[O:30])=[CH:6][CH:5]=1.C1C[N:35]([P+](ON2N=NC3C=CC=CC2=3)(N2CCCC2)N2CCCC2)[CH2:34]C1.F[P-](F)(F)(F)(F)F, predict the reaction product. The product is: [F:3][C:4]1[CH:9]=[CH:8][C:7]([C:10]2[O:28][C:13]3[CH:14]=[C:15]([NH:23][S:24]([CH3:27])(=[O:26])=[O:25])[C:16]4[O:20][CH:19]([CH2:21][OH:22])[CH2:18][C:17]=4[C:12]=3[C:11]=2[C:29]([NH:35][CH3:34])=[O:30])=[CH:6][CH:5]=1. (2) Given the reactants I[C:2]1[CH:3]=[C:4]([N:8]2[C:16](=[O:17])[C:15]3[CH:14]4[C:18]([CH3:20])([CH3:19])[C:11]([CH3:21])([CH2:12][CH2:13]4)[C:10]=3[N:9]2[CH3:22])[CH:5]=[CH:6][CH:7]=1.[Cl:23][C:24]1[CH:29]=[CH:28][CH:27]=[CH:26][C:25]=1B(O)O.C(=O)([O-])[O-].[K+].[K+], predict the reaction product. The product is: [Cl:23][C:24]1[CH:29]=[CH:28][CH:27]=[CH:26][C:25]=1[C:2]1[CH:7]=[CH:6][CH:5]=[C:4]([N:8]2[C:16](=[O:17])[C:15]3[C@@H:14]4[C:18]([CH3:20])([CH3:19])[C@@:11]([CH3:21])([CH2:12][CH2:13]4)[C:10]=3[N:9]2[CH3:22])[CH:3]=1. (3) The product is: [CH:1]1([N:4]([CH:18]2[CH2:23][CH2:22][N:21]([C:24](=[O:30])[CH2:25][CH:26]([N:35]3[CH2:36][CH2:37][N:32]([CH3:31])[CH2:33][CH2:34]3)[CH2:27][CH2:28][CH3:29])[CH2:20][CH2:19]2)[S:5]([C:8]2[CH:13]=[CH:12][CH:11]=[C:10]([C:14]([F:15])([F:16])[F:17])[CH:9]=2)(=[O:6])=[O:7])[CH2:3][CH2:2]1. Given the reactants [CH:1]1([N:4]([CH:18]2[CH2:23][CH2:22][N:21]([C:24](=[O:30])[CH:25]=[CH:26][CH2:27][CH2:28][CH3:29])[CH2:20][CH2:19]2)[S:5]([C:8]2[CH:13]=[CH:12][CH:11]=[C:10]([C:14]([F:17])([F:16])[F:15])[CH:9]=2)(=[O:7])=[O:6])[CH2:3][CH2:2]1.[CH3:31][N:32]1[CH2:37][CH2:36][NH:35][CH2:34][CH2:33]1, predict the reaction product.